Dataset: Forward reaction prediction with 1.9M reactions from USPTO patents (1976-2016). Task: Predict the product of the given reaction. The product is: [C:26]12([CH2:36][O:37][C:38]3[C:46]([Cl:47])=[CH:45][C:41]([C:42]([NH:70][S:67]([N:64]4[CH2:65][CH2:66][C@H:62]([O:61][CH2:60][C:59]5[CH:71]=[CH:72][C:56]([O:55][CH3:54])=[CH:57][CH:58]=5)[CH2:63]4)(=[O:69])=[O:68])=[O:43])=[C:40]([F:48])[CH:39]=3)[CH2:27][CH:28]3[CH2:34][CH:32]([CH2:31][CH:30]([CH2:29]3)[CH2:35]1)[CH2:33]2. Given the reactants C12(COC3C(C4CC4)=CC(C(O)=O)=C(F)C=3)CC3CC(CC(C3)C1)C2.[C:26]12([CH2:36][O:37][C:38]3[C:46]([Cl:47])=[CH:45][C:41]([C:42](O)=[O:43])=[C:40]([F:48])[CH:39]=3)[CH2:35][CH:30]3[CH2:31][CH:32]([CH2:34][CH:28]([CH2:29]3)[CH2:27]1)[CH2:33]2.CS(N)(=O)=O.[CH3:54][O:55][C:56]1[CH:72]=[CH:71][C:59]([CH2:60][O:61][C@H:62]2[CH2:66][CH2:65][N:64]([S:67]([NH2:70])(=[O:69])=[O:68])[CH2:63]2)=[CH:58][CH:57]=1, predict the reaction product.